Dataset: Full USPTO retrosynthesis dataset with 1.9M reactions from patents (1976-2016). Task: Predict the reactants needed to synthesize the given product. (1) Given the product [O:1]1[CH2:6][CH2:5][CH2:4][CH:3]([CH2:7][CH2:8][C:9]([O:11][CH2:12][CH3:13])=[O:10])[CH2:2]1, predict the reactants needed to synthesize it. The reactants are: [O:1]1[CH2:6][CH2:5][CH:4]=[C:3](/[CH:7]=[CH:8]/[C:9]([O:11][CH2:12][CH3:13])=[O:10])[CH2:2]1.[H][H]. (2) Given the product [Cl:1][C:2]1[C:9]([Cl:10])=[C:8]([O:11][S:14]([C:13]([F:26])([F:25])[F:12])(=[O:16])=[O:15])[CH:7]=[CH:6][C:3]=1[CH:4]=[O:5], predict the reactants needed to synthesize it. The reactants are: [Cl:1][C:2]1[C:9]([Cl:10])=[C:8]([OH:11])[CH:7]=[CH:6][C:3]=1[CH:4]=[O:5].[F:12][C:13]([F:26])([F:25])[S:14](O[S:14]([C:13]([F:26])([F:25])[F:12])(=[O:16])=[O:15])(=[O:16])=[O:15].Cl.CCOCC. (3) Given the product [CH2:1]([O:3][C:4]([C:6]1[CH:10]=[N:9][N:8]([CH2:17][C:18]2[CH:23]=[N:22][C:21]([F:24])=[CH:20][CH:19]=2)[C:7]=1[NH2:11])=[O:5])[CH3:2], predict the reactants needed to synthesize it. The reactants are: [CH2:1]([O:3][C:4]([C:6]1[C:7]([NH2:11])=[N:8][NH:9][CH:10]=1)=[O:5])[CH3:2].[O-]CC.[Na+].Cl[CH2:17][C:18]1[CH:19]=[CH:20][C:21]([F:24])=[N:22][CH:23]=1. (4) Given the product [C:1]([O:5][C:6](=[O:17])[NH:7][C@H:8]1[CH2:9][CH2:10][C@@H:11]([CH2:14][CH2:15][NH:16][C:26]([O:28][CH2:29][C:30]2[CH:35]=[CH:34][CH:33]=[CH:32][CH:31]=2)=[O:27])[CH2:12][CH2:13]1)([CH3:4])([CH3:2])[CH3:3], predict the reactants needed to synthesize it. The reactants are: [C:1]([O:5][C:6](=[O:17])[NH:7][C@H:8]1[CH2:13][CH2:12][C@@H:11]([CH2:14][CH2:15][NH2:16])[CH2:10][CH2:9]1)([CH3:4])([CH3:3])[CH3:2].C(N(CC)CC)C.Cl[C:26]([O:28][CH2:29][C:30]1[CH:35]=[CH:34][CH:33]=[CH:32][CH:31]=1)=[O:27].